This data is from Catalyst prediction with 721,799 reactions and 888 catalyst types from USPTO. The task is: Predict which catalyst facilitates the given reaction. (1) Reactant: [F:1][C:2]([F:19])([F:18])[C:3]([N:5]1[CH2:11][CH:10]([CH3:12])[C:9]2[CH:13]=[C:14]([Cl:17])[CH:15]=[CH:16][C:8]=2[CH2:7][CH2:6]1)=[O:4].[B-](F)(F)(F)[F:21].[B-](F)(F)(F)F.C1[N+]2(CCl)CC[N+](F)(CC2)C1.FC(F)(F)S(O)(=O)=O.O. Product: [F:19][C:2]([F:18])([F:1])[C:3]([N:5]1[CH2:11][CH:10]([CH3:12])[C:9]2[C:13]([F:21])=[C:14]([Cl:17])[CH:15]=[CH:16][C:8]=2[CH2:7][CH2:6]1)=[O:4]. The catalyst class is: 26. (2) Reactant: [O:1]1[CH2:4][CH:3]([C:5]2[CH:6]=[C:7]([CH2:11][CH2:12][OH:13])[CH:8]=[CH:9][CH:10]=2)[CH2:2]1.C(Cl)Cl.[C:17]1([CH3:27])[CH:22]=[CH:21][C:20]([S:23](Cl)(=[O:25])=[O:24])=[CH:19][CH:18]=1. Product: [O:1]1[CH2:4][CH:3]([C:5]2[CH:6]=[C:7]([CH2:11][CH2:12][O:13][S:23]([C:20]3[CH:21]=[CH:22][C:17]([CH3:27])=[CH:18][CH:19]=3)(=[O:25])=[O:24])[CH:8]=[CH:9][CH:10]=2)[CH2:2]1. The catalyst class is: 17. (3) Reactant: [C:1]([C:3]1[CH:4]=[C:5]([C:13]2[O:17][N:16]=[C:15]([C:18]3[CH:26]=[CH:25][CH:24]=[C:23]4[C:19]=3[CH2:20][CH2:21][C@H:22]4[NH:27][S:28]([CH2:31][C:32](OC)=[O:33])(=[O:30])=[O:29])[N:14]=2)[CH:6]=[CH:7][C:8]=1[O:9][CH:10]([CH3:12])[CH3:11])#[N:2].[BH4-].[Na+].CO. Product: [C:1]([C:3]1[CH:4]=[C:5]([C:13]2[O:17][N:16]=[C:15]([C:18]3[CH:26]=[CH:25][CH:24]=[C:23]4[C:19]=3[CH2:20][CH2:21][C@H:22]4[NH:27][S:28]([CH2:31][CH2:32][OH:33])(=[O:29])=[O:30])[N:14]=2)[CH:6]=[CH:7][C:8]=1[O:9][CH:10]([CH3:12])[CH3:11])#[N:2]. The catalyst class is: 1. (4) Reactant: [H-].[Na+].CN(C)C=O.[CH2:8]([O:15][C:16]([N:18]1[CH2:24][C:23]2[CH:25]=[C:26]([O:32][CH3:33])[C:27]([N+:29]([O-:31])=[O:30])=[CH:28][C:22]=2[NH:21][C:20](=[O:34])[CH2:19]1)=[O:17])[C:9]1[CH:14]=[CH:13][CH:12]=[CH:11][CH:10]=1.I[CH2:36][CH3:37]. Product: [CH2:8]([O:15][C:16]([N:18]1[CH2:24][C:23]2[CH:25]=[C:26]([O:32][CH3:33])[C:27]([N+:29]([O-:31])=[O:30])=[CH:28][C:22]=2[N:21]([CH2:36][CH3:37])[C:20](=[O:34])[CH2:19]1)=[O:17])[C:9]1[CH:10]=[CH:11][CH:12]=[CH:13][CH:14]=1. The catalyst class is: 81. (5) Reactant: [F:1][C:2]([F:9])([CH3:8])[C:3](OCC)=[O:4].[F:10][C:11]1[CH:16]=[CH:15][C:14]([N:17]2[C:25]3[C:20](=[CH:21][C:22]([O:26][C@H:27]([C:31]4[CH:36]=[CH:35][CH:34]=[C:33]([O:37][CH3:38])[CH:32]=4)[C@@H:28]([NH2:30])[CH3:29])=[CH:23][CH:24]=3)[CH:19]=[N:18]2)=[CH:13][CH:12]=1. Product: [F:1][C:2]([F:9])([CH3:8])[C:3]([NH:30][C@@H:28]([CH3:29])[C@H:27]([O:26][C:22]1[CH:21]=[C:20]2[C:25](=[CH:24][CH:23]=1)[N:17]([C:14]1[CH:13]=[CH:12][C:11]([F:10])=[CH:16][CH:15]=1)[N:18]=[CH:19]2)[C:31]1[CH:36]=[CH:35][CH:34]=[C:33]([O:37][CH3:38])[CH:32]=1)=[O:4]. The catalyst class is: 10. (6) Reactant: [NH2:1][C@@H:2]([CH2:10][CH2:11][CH2:12][NH:13][C:14]([NH:16][S:17]([C:20]1[C:21]([CH3:34])=[C:22]2[C:27](=[C:28]([CH3:31])[C:29]=1[CH3:30])[O:26][C:25]([CH3:33])([CH3:32])[CH2:24][CH2:23]2)(=[O:19])=[O:18])=[NH:15])[C:3]([O:5][C:6]([CH3:9])([CH3:8])[CH3:7])=[O:4].[CH:35]1[C:44]2[C:39](=[CH:40][CH:41]=[CH:42][CH:43]=2)[CH:38]=[CH:37][C:36]=1[CH2:45][N:46]1[CH:51]=[CH:50][CH:49]=[C:48]([C:52](O)=[O:53])[C:47]1=[O:55].CN(C(ON1N=NC2C=CC=CC1=2)=[N+](C)C)C.F[P-](F)(F)(F)(F)F.CCN(C(C)C)C(C)C. Product: [CH:35]1[C:44]2[C:39](=[CH:40][CH:41]=[CH:42][CH:43]=2)[CH:38]=[CH:37][C:36]=1[CH2:45][N:46]1[CH:51]=[CH:50][CH:49]=[C:48]([C:52]([NH:1][C@@H:2]([CH2:10][CH2:11][CH2:12][NH:13][C:14]([NH:16][S:17]([C:20]2[C:21]([CH3:34])=[C:22]3[C:27](=[C:28]([CH3:31])[C:29]=2[CH3:30])[O:26][C:25]([CH3:33])([CH3:32])[CH2:24][CH2:23]3)(=[O:18])=[O:19])=[NH:15])[C:3]([O:5][C:6]([CH3:7])([CH3:8])[CH3:9])=[O:4])=[O:53])[C:47]1=[O:55]. The catalyst class is: 31.